Dataset: Full USPTO retrosynthesis dataset with 1.9M reactions from patents (1976-2016). Task: Predict the reactants needed to synthesize the given product. (1) Given the product [Cl:30][C:31]1[CH:37]=[C:36]([O:38][C:39]2[C:40]3[N:47]([CH3:48])[CH:46]=[CH:45][C:41]=3[N:42]=[CH:43][N:44]=2)[CH:35]=[CH:34][C:32]=1[NH:33][C:21]([NH:1][C:2]1[CH:7]=[CH:6][CH:5]=[C:4]([CH:8]([OH:13])[C:9]([F:10])([F:11])[F:12])[CH:3]=1)=[O:22], predict the reactants needed to synthesize it. The reactants are: [NH2:1][C:2]1[CH:3]=[C:4]([CH:8]([OH:13])[C:9]([F:12])([F:11])[F:10])[CH:5]=[CH:6][CH:7]=1.N1C=CC=CC=1.Cl[C:21](OC1C=CC=CC=1)=[O:22].[Cl:30][C:31]1[CH:37]=[C:36]([O:38][C:39]2[C:40]3[N:47]([CH3:48])[CH:46]=[CH:45][C:41]=3[N:42]=[CH:43][N:44]=2)[CH:35]=[CH:34][C:32]=1[NH2:33]. (2) The reactants are: [F:1][C:2]1[CH:3]=[C:4]([CH2:19][OH:20])[CH:5]=[CH:6][C:7]=1[O:8][C:9]1[CH:10]=[N:11][CH:12]=[C:13]([C:15]([F:18])([F:17])[F:16])[CH:14]=1.Cl[C:22]1[CH:33]=[C:26]2[N:27]([CH3:32])[C@H:28]([CH3:31])[CH2:29][CH2:30][N:25]2[C:24](=[O:34])[N:23]=1. Given the product [F:1][C:2]1[CH:3]=[C:4]([CH:5]=[CH:6][C:7]=1[O:8][C:9]1[CH:10]=[N:11][CH:12]=[C:13]([C:15]([F:16])([F:17])[F:18])[CH:14]=1)[CH2:19][O:20][C:22]1[CH:33]=[C:26]2[N:27]([CH3:32])[C@H:28]([CH3:31])[CH2:29][CH2:30][N:25]2[C:24](=[O:34])[N:23]=1, predict the reactants needed to synthesize it. (3) Given the product [F:26][C:19]1[CH:20]=[C:21]([F:25])[C:22]([F:24])=[CH:23][C:18]=1[C:15]1[CH:16]=[CH:17][C:12]([O:11][CH2:10][C:6]2[CH:5]=[C:4]([CH:9]=[CH:8][CH:7]=2)[C:3]([OH:27])=[O:2])=[CH:13][CH:14]=1, predict the reactants needed to synthesize it. The reactants are: C[O:2][C:3](=[O:27])[C:4]1[CH:9]=[CH:8][CH:7]=[C:6]([CH2:10][O:11][C:12]2[CH:17]=[CH:16][C:15]([C:18]3[CH:23]=[C:22]([F:24])[C:21]([F:25])=[CH:20][C:19]=3[F:26])=[CH:14][CH:13]=2)[CH:5]=1.[OH-].[K+]. (4) Given the product [Cl:1][C:2]1[CH:23]=[CH:22][CH:21]=[C:20]([Cl:24])[C:3]=1[C:4]([NH:6][C@H:7]([C:16]([O:18][CH3:19])=[O:17])[CH2:8][C:9]1[CH:10]=[CH:11][C:12]([OH:15])=[C:13]([F:35])[CH:14]=1)=[O:5], predict the reactants needed to synthesize it. The reactants are: [Cl:1][C:2]1[CH:23]=[CH:22][CH:21]=[C:20]([Cl:24])[C:3]=1[C:4]([NH:6][C@H:7]([C:16]([O:18][CH3:19])=[O:17])[CH2:8][C:9]1[CH:14]=[CH:13][C:12]([OH:15])=[CH:11][CH:10]=1)=[O:5].ClC[N+]12CC[N+]([F:35])(CC1)CC2. (5) Given the product [N:25]1[O:26][C:22]([C:20]([NH:19][C:16]2[CH:17]=[CH:18][C:13]([C@H:10]3[CH2:9][CH2:8][C@H:7]([C:5]([OH:6])=[O:4])[CH2:12][CH2:11]3)=[CH:14][CH:15]=2)=[O:21])=[C:23]2[CH:30]=[CH:29][CH:28]=[CH:27][C:24]=12, predict the reactants needed to synthesize it. The reactants are: C([O:4][C:5]([C@H:7]1[CH2:12][CH2:11][C@H:10]([C:13]2[CH:18]=[CH:17][C:16]([NH:19][C:20]([C:22]3[O:26][N:25]=[C:24]4[CH:27]=[CH:28][CH:29]=[CH:30][C:23]=34)=[O:21])=[CH:15][CH:14]=2)[CH2:9][CH2:8]1)=[O:6])(C)C.[OH-].[Na+]. (6) Given the product [CH3:7][O:8][C:9]1[CH:10]=[C:11]2[C:16](=[CH:17][C:18]=1[O:19][CH3:20])[CH2:15][N:14]([CH2:21][CH:23]1[CH2:28][CH2:27][NH:26][CH2:25][CH2:24]1)[CH2:13][CH2:12]2, predict the reactants needed to synthesize it. The reactants are: [H-].[H-].[H-].[H-].[Li+].[Al+3].[CH3:7][O:8][C:9]1[CH:10]=[C:11]2[C:16](=[CH:17][C:18]=1[O:19][CH3:20])[CH2:15][N:14]([C:21]([CH:23]1[CH2:28][CH2:27][NH:26][CH2:25][CH2:24]1)=O)[CH2:13][CH2:12]2.O.[OH-].[Na+]. (7) Given the product [Br:16][C:4]1[N:3]([C:8]2[CH:15]=[CH:14][CH:13]=[CH:12][C:9]=2[C:10]#[N:11])[C:2]([CH3:1])=[N:6][C:5]=1[CH3:7], predict the reactants needed to synthesize it. The reactants are: [CH3:1][C:2]1[N:3]([C:8]2[CH:15]=[CH:14][CH:13]=[CH:12][C:9]=2[C:10]#[N:11])[CH:4]=[C:5]([CH3:7])[N:6]=1.[Br:16]N1C(=O)CCC1=O.